Dataset: Full USPTO retrosynthesis dataset with 1.9M reactions from patents (1976-2016). Task: Predict the reactants needed to synthesize the given product. (1) Given the product [Cl:1][C:2]1[C:34]([CH3:35])=[CH:33][C:5]([O:6][CH2:7][CH2:8][CH2:9][C:10]2[C:18]3[C:13](=[C:14]([C:38]4[C:39]([CH3:47])=[CH:40][C:41]5[N:42]([CH:44]=[CH:45][N:46]=5)[CH:43]=4)[CH:15]=[CH:16][CH:17]=3)[NH:12][C:11]=2[C:28]([O:30][CH2:31][CH3:32])=[O:29])=[CH:4][C:3]=1[CH3:36], predict the reactants needed to synthesize it. The reactants are: [Cl:1][C:2]1[C:34]([CH3:35])=[CH:33][C:5]([O:6][CH2:7][CH2:8][CH2:9][C:10]2[C:18]3[C:13](=[C:14](B4OC(C)(C)C(C)(C)O4)[CH:15]=[CH:16][CH:17]=3)[NH:12][C:11]=2[C:28]([O:30][CH2:31][CH3:32])=[O:29])=[CH:4][C:3]=1[CH3:36].Br[C:38]1[C:39]([CH3:47])=[CH:40][C:41]2[N:42]([CH:44]=[CH:45][N:46]=2)[CH:43]=1. (2) The reactants are: [CH3:1][C:2]1[NH:6][CH:5]=[N:4][C:3]=1[C:7]([O:9][CH2:10][CH3:11])=[O:8].[Br:12]N1C(=O)CCC1=O.C(#N)C. Given the product [Br:12][C:5]1[NH:6][C:2]([CH3:1])=[C:3]([C:7]([O:9][CH2:10][CH3:11])=[O:8])[N:4]=1, predict the reactants needed to synthesize it. (3) The reactants are: [Cl:1][C:2]1[CH:7]=[CH:6][C:5](I)=[CH:4][CH:3]=1.[C:9]([OH:15])(=[O:14])[CH2:10][CH2:11][C:12]#[CH:13].C(#N)C.Cl. Given the product [Cl:1][C:2]1[CH:7]=[CH:6][C:5](/[CH:13]=[C:12]2\[CH2:11][CH2:10][C:9](=[O:15])[O:14]\2)=[CH:4][CH:3]=1, predict the reactants needed to synthesize it. (4) Given the product [CH:13]([N:16]1[C:24]2[C:19](=[CH:20][C:21]([C:25]3[NH:12][C:11]4[N:10]([N:9]=[CH:8][C:7]=4[C:6]4[N:2]([CH3:1])[N:3]=[CH:4][CH:5]=4)[C:27](=[O:28])[CH:26]=3)=[CH:22][CH:23]=2)[CH:18]=[N:17]1)([CH3:15])[CH3:14], predict the reactants needed to synthesize it. The reactants are: [CH3:1][N:2]1[C:6]([C:7]2[CH:8]=[N:9][NH:10][C:11]=2[NH2:12])=[CH:5][CH:4]=[N:3]1.[CH:13]([N:16]1[C:24]2[C:19](=[CH:20][C:21]([C:25](=O)[CH2:26][C:27](OCC)=[O:28])=[CH:22][CH:23]=2)[CH:18]=[N:17]1)([CH3:15])[CH3:14].CC1C=CC(S(O)(=O)=O)=CC=1. (5) Given the product [CH2:53]([N:50]1[C:45]2=[N:46][C:47]([CH2:48][CH3:49])=[C:42]([CH2:41][NH:40][C:5]([C:4]3[CH:8]=[C:9]([CH:10]=[C:2]([CH3:1])[CH:3]=3)[C:11]([O:13][CH3:14])=[O:12])=[O:7])[C:43]([NH:55][CH:56]3[CH2:57][CH2:58][O:59][CH2:60][CH2:61]3)=[C:44]2[CH:52]=[N:51]1)[CH3:54], predict the reactants needed to synthesize it. The reactants are: [CH3:1][C:2]1[CH:3]=[C:4]([CH:8]=[C:9]([C:11]([O:13][CH3:14])=[O:12])[CH:10]=1)[C:5]([OH:7])=O.CN(C(ON1N=NC2C=CC=CC1=2)=[N+](C)C)C.F[P-](F)(F)(F)(F)F.Cl.[NH2:40][CH2:41][C:42]1[C:47]([CH2:48][CH3:49])=[N:46][C:45]2[N:50]([CH2:53][CH3:54])[N:51]=[CH:52][C:44]=2[C:43]=1[NH:55][CH:56]1[CH2:61][CH2:60][O:59][CH2:58][CH2:57]1.